From a dataset of Peptide-MHC class I binding affinity with 185,985 pairs from IEDB/IMGT. Regression. Given a peptide amino acid sequence and an MHC pseudo amino acid sequence, predict their binding affinity value. This is MHC class I binding data. The peptide sequence is LSLDVSAAFY. The MHC is Patr-A0301 with pseudo-sequence Patr-A0301. The binding affinity (normalized) is 0.777.